Dataset: Forward reaction prediction with 1.9M reactions from USPTO patents (1976-2016). Task: Predict the product of the given reaction. Given the reactants Cl[C:2]1[NH:10][C:9]2[C:4](=[N:5][CH:6]=[CH:7][CH:8]=2)[C:3]=1[C:11]#[N:12].[NH:13]1[CH:17]=[CH:16][N:15]=[CH:14]1, predict the reaction product. The product is: [N:13]1([C:2]2[NH:10][C:9]3[C:4](=[N:5][CH:6]=[CH:7][CH:8]=3)[C:3]=2[C:11]#[N:12])[CH:17]=[CH:16][N:15]=[CH:14]1.